Dataset: Full USPTO retrosynthesis dataset with 1.9M reactions from patents (1976-2016). Task: Predict the reactants needed to synthesize the given product. (1) Given the product [CH3:1][O:2][C:3](=[O:28])[CH2:4][O:5][CH2:6][CH2:7][CH2:8][CH2:9][N:10]1[C:15](=[O:16])[CH2:14][CH2:13][CH2:12][C@@H:11]1[CH2:17][CH2:18][CH:19]([OH:27])[CH2:20][C:21]1[CH:26]=[CH:25][CH:24]=[CH:23][CH:22]=1, predict the reactants needed to synthesize it. The reactants are: [CH3:1][O:2][C:3](=[O:28])[CH2:4][O:5][CH2:6][CH2:7][CH2:8][CH2:9][N:10]1[C:15](=[O:16])[CH2:14][CH2:13][CH2:12][C@@H:11]1/[CH:17]=[CH:18]/[CH:19]([OH:27])[CH2:20][C:21]1[CH:26]=[CH:25][CH:24]=[CH:23][CH:22]=1.[H][H]. (2) The reactants are: Br[C:2]1[C:10]2[C:5](=[CH:6][CH:7]=[CH:8][CH:9]=2)[N:4]([CH2:11][C:12]2[CH:13]=[C:14]([C:18]3[CH:23]=[CH:22][C:21]([C:24]([O:26][CH3:27])=[O:25])=[CH:20][CH:19]=3)[CH:15]=[CH:16][CH:17]=2)[C:3]=1[C:28]([O:30][CH2:31][CH3:32])=[O:29].[C:33]([C:37]1[CH:42]=[CH:41][C:40](B(O)O)=[CH:39][CH:38]=1)([CH3:36])([CH3:35])[CH3:34].C([O-])([O-])=O.[Na+].[Na+].CCOC(C)=O. Given the product [C:33]([C:37]1[CH:42]=[CH:41][C:40]([C:2]2[C:10]3[C:5](=[CH:6][CH:7]=[CH:8][CH:9]=3)[N:4]([CH2:11][C:12]3[CH:13]=[C:14]([C:18]4[CH:23]=[CH:22][C:21]([C:24]([O:26][CH3:27])=[O:25])=[CH:20][CH:19]=4)[CH:15]=[CH:16][CH:17]=3)[C:3]=2[C:28]([O:30][CH2:31][CH3:32])=[O:29])=[CH:39][CH:38]=1)([CH3:36])([CH3:35])[CH3:34], predict the reactants needed to synthesize it. (3) Given the product [C:1]([C:5]([C:8]([C:11]([C:14]([C:17]([C:20]([C:23]([CH2:26][CH2:27][I:28])([F:24])[F:25])([F:21])[F:22])([F:18])[F:19])([F:16])[F:15])([F:13])[F:12])([F:10])[F:9])([F:7])[F:6])([F:4])([F:3])[F:2], predict the reactants needed to synthesize it. The reactants are: [C:1]([C:5]([C:8]([C:11]([C:14]([C:17]([C:20]([C:23]([CH:26]=[CH2:27])([F:25])[F:24])([F:22])[F:21])([F:19])[F:18])([F:16])[F:15])([F:13])[F:12])([F:10])[F:9])([F:7])[F:6])([F:4])([F:3])[F:2].[IH:28]. (4) Given the product [O:37]1[CH2:38][CH2:39][CH:34]([CH2:33][NH:32][C:28]2[N:27]=[C:26]([C:3]3[CH:2]=[CH:7][N:6]=[C:5]([NH:8][C:9]([CH:11]4[CH2:16][CH2:15][C:14]([CH3:18])([CH3:17])[NH:13][CH2:12]4)=[O:10])[CH:4]=3)[CH:31]=[CH:30][CH:29]=2)[CH2:35][CH2:36]1, predict the reactants needed to synthesize it. The reactants are: Cl[C:2]1[C:3]([C:26]2[CH:31]=[CH:30][CH:29]=[C:28]([NH:32][CH2:33][CH:34]3[CH2:39][CH2:38][O:37][CH2:36][CH2:35]3)[N:27]=2)=[CH:4][C:5]([NH:8][C:9]([CH:11]2[CH2:16][CH2:15][C:14]([CH3:18])([CH3:17])[N:13](CC3C=CC=CC=3)[CH2:12]2)=[O:10])=[N:6][CH:7]=1.C([O-])=O.[NH4+]. (5) Given the product [CH:1]([C:4]1[N:5]=[C:6]2[C:11]([C:12]([F:15])([F:14])[F:13])=[CH:10][CH:9]=[CH:8][N:7]2[C:16]=1[C:17]1[CH:22]=[CH:21][CH:20]=[C:19]([O:23][C:25]2[CH:30]=[CH:29][CH:28]=[C:27]([S:31]([CH3:34])(=[O:33])=[O:32])[CH:26]=2)[CH:18]=1)([CH3:3])[CH3:2], predict the reactants needed to synthesize it. The reactants are: [CH:1]([C:4]1[N:5]=[C:6]2[C:11]([C:12]([F:15])([F:14])[F:13])=[CH:10][CH:9]=[CH:8][N:7]2[C:16]=1[C:17]1[CH:18]=[C:19]([OH:23])[CH:20]=[CH:21][CH:22]=1)([CH3:3])[CH3:2].Br[C:25]1[CH:30]=[CH:29][CH:28]=[C:27]([S:31]([CH3:34])(=[O:33])=[O:32])[CH:26]=1.C(=O)([O-])[O-].[Cs+].[Cs+].Cl.CN(C)CC(O)=O. (6) Given the product [CH:1]1[C:10]2[C:5](=[CH:6][CH:7]=[CH:8][CH:9]=2)[CH:4]=[CH:3][C:2]=1[O:11][C:12]1[CH:13]=[CH:14][C:15]([C:16]([NH:18][C:19]2[CH:28]=[CH:27][CH:26]=[CH:25][C:20]=2[C:21]([OH:23])=[O:22])=[O:17])=[CH:29][CH:30]=1, predict the reactants needed to synthesize it. The reactants are: [CH:1]1[C:10]2[C:5](=[CH:6][CH:7]=[CH:8][CH:9]=2)[CH:4]=[CH:3][C:2]=1[O:11][C:12]1[CH:30]=[CH:29][C:15]([C:16]([NH:18][C:19]2[CH:28]=[CH:27][CH:26]=[CH:25][C:20]=2[C:21]([O:23]C)=[O:22])=[O:17])=[CH:14][CH:13]=1.[OH-].[Li+].Cl.O. (7) Given the product [CH3:53][O:54][C:55]([C:57]1([NH:61][C:62]([C:64]2[CH:72]=[C:71]3[C:67]([C:68]([CH:75]4[CH2:76][CH2:77][CH2:78][CH2:79]4)=[C:69]([C:12]4[CH:17]=[CH:16][CH:15]=[CH:14][N:13]=4)[N:70]3[CH3:73])=[CH:66][CH:65]=2)=[O:63])[CH2:60][CH2:59][CH2:58]1)=[O:56], predict the reactants needed to synthesize it. The reactants are: C([Mg]Cl)(C)C.C1COCC1.Br[C:12]1[CH:17]=[CH:16][CH:15]=[CH:14][N:13]=1.C(OC)(=O)C1C=CC=CC=1.C1(P(C2CCCCC2)C2C=CC=CC=2C2C=CC=CC=2)CCCCC1.[CH3:53][O:54][C:55]([C:57]1([NH:61][C:62]([C:64]2[CH:72]=[C:71]3[C:67]([C:68]([CH:75]4[CH2:79][CH2:78][CH2:77][CH2:76]4)=[C:69](Cl)[N:70]3[CH3:73])=[CH:66][CH:65]=2)=[O:63])[CH2:60][CH2:59][CH2:58]1)=[O:56].